Dataset: NCI-60 drug combinations with 297,098 pairs across 59 cell lines. Task: Regression. Given two drug SMILES strings and cell line genomic features, predict the synergy score measuring deviation from expected non-interaction effect. (1) Drug 1: CS(=O)(=O)CCNCC1=CC=C(O1)C2=CC3=C(C=C2)N=CN=C3NC4=CC(=C(C=C4)OCC5=CC(=CC=C5)F)Cl. Drug 2: C1CN(P(=O)(OC1)NCCCl)CCCl. Cell line: UACC-257. Synergy scores: CSS=2.65, Synergy_ZIP=1.27, Synergy_Bliss=1.95, Synergy_Loewe=-0.0643, Synergy_HSA=-0.0656. (2) Drug 1: CC1=CC2C(CCC3(C2CCC3(C(=O)C)OC(=O)C)C)C4(C1=CC(=O)CC4)C. Drug 2: C1CN(P(=O)(OC1)NCCCl)CCCl. Cell line: A549. Synergy scores: CSS=7.31, Synergy_ZIP=-3.96, Synergy_Bliss=-0.615, Synergy_Loewe=-1.44, Synergy_HSA=0.240. (3) Drug 1: CC12CCC3C(C1CCC2O)C(CC4=C3C=CC(=C4)O)CCCCCCCCCS(=O)CCCC(C(F)(F)F)(F)F. Drug 2: COC1=C2C(=CC3=C1OC=C3)C=CC(=O)O2. Cell line: UACC62. Synergy scores: CSS=-1.13, Synergy_ZIP=9.97, Synergy_Bliss=-3.23, Synergy_Loewe=-2.85, Synergy_HSA=-3.58. (4) Drug 1: CC12CCC3C(C1CCC2=O)CC(=C)C4=CC(=O)C=CC34C. Drug 2: C(=O)(N)NO. Cell line: COLO 205. Synergy scores: CSS=56.8, Synergy_ZIP=0.777, Synergy_Bliss=7.04, Synergy_Loewe=-8.70, Synergy_HSA=5.78. (5) Drug 2: CC1=C(C(CCC1)(C)C)C=CC(=CC=CC(=CC(=O)O)C)C. Synergy scores: CSS=51.5, Synergy_ZIP=4.12, Synergy_Bliss=3.89, Synergy_Loewe=9.56, Synergy_HSA=10.6. Drug 1: COC1=CC(=CC(=C1O)OC)C2C3C(COC3=O)C(C4=CC5=C(C=C24)OCO5)OC6C(C(C7C(O6)COC(O7)C8=CC=CS8)O)O. Cell line: MALME-3M.